From a dataset of Forward reaction prediction with 1.9M reactions from USPTO patents (1976-2016). Predict the product of the given reaction. (1) The product is: [CH3:1][O:2][C:3]([C:5]1[S:6][C:7]([C:27]#[C:28][C:29]([CH3:30])([CH3:32])[CH3:31])=[CH:8][C:9]=1[N:10]([CH:20]1[CH2:25][CH2:24][CH:23]=[CH:22][CH2:21]1)[C:11]([C@H:13]1[CH2:14][CH2:15][C@H:16]([CH3:19])[CH2:17][CH2:18]1)=[O:12])=[O:4]. Given the reactants [CH3:1][O:2][C:3]([C:5]1[S:6][C:7]([C:27]#[C:28][C:29]([CH3:32])([CH3:31])[CH3:30])=[CH:8][C:9]=1[N:10]([C@H:20]1[CH2:25][CH2:24][C@H:23](F)[CH2:22][CH2:21]1)[C:11]([C@H:13]1[CH2:18][CH2:17][C@H:16]([CH3:19])[CH2:15][CH2:14]1)=[O:12])=[O:4].O.O.[OH-].[Li+], predict the reaction product. (2) Given the reactants [CH:1]1([C:4]2[C:5]([O:13][CH2:14][CH2:15][F:16])=[CH:6][C:7]([C:10]([OH:12])=O)=[N:8][CH:9]=2)[CH2:3][CH2:2]1.[NH2:17][C:18]([CH:24]1[CH2:26][CH2:25]1)([CH3:23])[CH2:19][C:20]([NH2:22])=[O:21], predict the reaction product. The product is: [NH2:22][C:20](=[O:21])[CH2:19][C:18]([NH:17][C:10]([C:7]1[CH:6]=[C:5]([O:13][CH2:14][CH2:15][F:16])[C:4]([CH:1]2[CH2:2][CH2:3]2)=[CH:9][N:8]=1)=[O:12])([CH:24]1[CH2:26][CH2:25]1)[CH3:23]. (3) Given the reactants [C:1]([S@:5](/[N:7]=[CH:8]/[C:9]1([NH:12][C:13](=[O:22])[O:14][CH2:15][C:16]2[CH:21]=[CH:20][CH:19]=[CH:18][CH:17]=2)[CH2:11][CH2:10]1)=[O:6])([CH3:4])([CH3:3])[CH3:2].[C:23]([Mg]Br)([CH3:25])=[CH2:24].[CH2:28]1[CH2:32]OC[CH2:29]1, predict the reaction product. The product is: [CH3:3][C:1]([CH3:4])([S@:5]([NH:7][C@@H:8]([C:9]1([NH:12][C:13](=[O:22])[O:14][CH2:15][C:16]2[CH:21]=[CH:20][CH:19]=[CH:18][CH:17]=2)[CH2:10][CH2:11]1)[C:23]([CH3:25])=[CH2:24])=[O:6])[CH3:2].[CH3:3][C:1]([CH3:4])([S@:5]([NH:7][C@H:8]([C:9]1([NH:12][C:13](=[O:22])[O:14][CH2:15][C:16]2[CH:21]=[CH:20][CH:19]=[CH:18][CH:17]=2)[CH2:10][CH2:11]1)[C:28]([CH3:32])=[CH2:29])=[O:6])[CH3:2]. (4) Given the reactants [F:1][C:2]1[CH:18]=[CH:17][C:5]([O:6][C:7]2[CH:14]=[CH:13][C:12]([CH2:15][OH:16])=[CH:11][C:8]=2[C:9]#[N:10])=[CH:4][CH:3]=1.Cl[C:20]1[CH:31]=[C:24]2[N:25]([CH3:30])[C@@H:26]([CH3:29])[CH2:27][CH2:28][N:23]2[C:22](=[O:32])[N:21]=1, predict the reaction product. The product is: [CH3:30][N:25]1[C@@H:26]([CH3:29])[CH2:27][CH2:28][N:23]2[C:22](=[O:32])[N:21]=[C:20]([O:16][CH2:15][C:12]3[CH:13]=[CH:14][C:7]([O:6][C:5]4[CH:17]=[CH:18][C:2]([F:1])=[CH:3][CH:4]=4)=[C:8]([CH:11]=3)[C:9]#[N:10])[CH:31]=[C:24]12. (5) Given the reactants [CH2:1]([O:3][C:4]1[CH:9]=[CH:8][C:7]([N:10]2[C:15](=[O:16])[C:14]3[CH:17]=[CH:18][CH:19]=[N:20][C:13]=3[N:12]=[C:11]2[C@H:21]([N:23]([CH2:38][CH2:39][C:40](=O)[CH3:41])[C:24](=[O:37])[CH2:25][C:26]2[CH:31]=[CH:30][C:29]([F:32])=[C:28]([C:33]([F:36])([F:35])[F:34])[CH:27]=2)[CH3:22])=[CH:6][CH:5]=1)[CH3:2].[CH:43]1([NH2:47])[CH2:46][CH2:45][CH2:44]1.C(O[BH-](OC(=O)C)OC(=O)C)(=O)C.[Na+], predict the reaction product. The product is: [CH:43]1([NH:47][CH:40]([CH3:41])[CH2:39][CH2:38][N:23]([C@@H:21]([C:11]2[N:10]([C:7]3[CH:8]=[CH:9][C:4]([O:3][CH2:1][CH3:2])=[CH:5][CH:6]=3)[C:15](=[O:16])[C:14]3[CH:17]=[CH:18][CH:19]=[N:20][C:13]=3[N:12]=2)[CH3:22])[C:24](=[O:37])[CH2:25][C:26]2[CH:31]=[CH:30][C:29]([F:32])=[C:28]([C:33]([F:35])([F:36])[F:34])[CH:27]=2)[CH2:46][CH2:45][CH2:44]1. (6) Given the reactants Cl[C:2]1[CH:7]=[CH:6][N:5]=[C:4]2[CH:8]=[C:9]([C:11]3[N:12]([CH3:16])[CH:13]=[CH:14][N:15]=3)[S:10][C:3]=12.[CH3:17][NH:18][C:19]([C:21]1[C:29]2[C:24](=[CH:25][C:26](O)=[CH:27][CH:28]=2)[N:23]([CH3:31])[C:22]=1[CH2:32][CH3:33])=[O:20].C([O-])([O-])=[O:35].[Cs+].[Cs+], predict the reaction product. The product is: [CH3:17][NH:18][C:19]([C:21]1[C:29]2[C:24](=[CH:25][CH:26]=[CH:27][C:28]=2[O:35][C:2]2[CH:7]=[CH:6][N:5]=[C:4]3[CH:8]=[C:9]([C:11]4[N:12]([CH3:16])[CH:13]=[CH:14][N:15]=4)[S:10][C:3]=23)[N:23]([CH3:31])[C:22]=1[CH2:32][CH3:33])=[O:20].